This data is from Catalyst prediction with 721,799 reactions and 888 catalyst types from USPTO. The task is: Predict which catalyst facilitates the given reaction. (1) Reactant: [CH3:1][O:2][CH2:3][CH2:4][N:5]1[CH2:9][C@@H:8]([C:10]2[O:14][CH:13]=[N:12][CH:11]=2)[C@H:7]([C:15]([O:17]CC)=[O:16])[CH2:6]1.[Li+:20].[OH-]. Product: [CH3:1][O:2][CH2:3][CH2:4][N:5]1[CH2:9][C@@H:8]([C:10]2[O:14][CH:13]=[N:12][CH:11]=2)[C@H:7]([C:15]([O-:17])=[O:16])[CH2:6]1.[Li+:20]. The catalyst class is: 36. (2) Reactant: C[O:2][C:3]([C:5]1[CH:33]=[CH:32][C:8]2[N:9]=[C:10]([C:12]([C:17]3[CH:22]=[CH:21][C:20]([O:23][CH2:24][C:25](=[O:30])[C:26]([CH3:29])([CH3:28])[CH3:27])=[C:19]([CH3:31])[CH:18]=3)([CH2:15][CH3:16])[CH2:13][CH3:14])[O:11][C:7]=2[CH:6]=1)=[O:4].[OH-].[Na+]. Product: [CH3:29][C:26]([CH3:27])([CH3:28])[C:25](=[O:30])[CH2:24][O:23][C:20]1[CH:21]=[CH:22][C:17]([C:12]([C:10]2[O:11][C:7]3[CH:6]=[C:5]([C:3]([OH:4])=[O:2])[CH:33]=[CH:32][C:8]=3[N:9]=2)([CH2:13][CH3:14])[CH2:15][CH3:16])=[CH:18][C:19]=1[CH3:31]. The catalyst class is: 92.